From a dataset of CYP2C19 inhibition data for predicting drug metabolism from PubChem BioAssay. Regression/Classification. Given a drug SMILES string, predict its absorption, distribution, metabolism, or excretion properties. Task type varies by dataset: regression for continuous measurements (e.g., permeability, clearance, half-life) or binary classification for categorical outcomes (e.g., BBB penetration, CYP inhibition). Dataset: cyp2c19_veith. (1) The molecule is COc1ccc(/C=N/NC(=O)C2CCN(c3ncc(C(F)(F)F)cc3Cl)CC2)cc1. The result is 0 (non-inhibitor). (2) The molecule is CCOC(=O)C1=C(O)C(=O)N(Cc2ccccc2)C1. The result is 1 (inhibitor).